From a dataset of Reaction yield outcomes from USPTO patents with 853,638 reactions. Predict the reaction yield, written as a fraction of the theoretical maximum amount of product (1.0 means a 100% yield; for example, 0.34 means a 34% yield). (1) The reactants are [CH:1]1[N:9]2[C:4]([C:5]3([CH2:18][CH2:17][N:16]([C:19]([O:21][C:22]([CH3:25])([CH3:24])[CH3:23])=[O:20])[CH2:15][CH2:14]3)[O:6][C:7]3[CH:13]=[CH:12][CH:11]=[CH:10][C:8]=32)=[CH:3][CH:2]=1.ClS([N:30]=[C:31]=O)(=O)=O.CN(C=O)C. The catalyst is C1COCC1. The product is [C:31]([C:1]1[N:9]2[C:8]3[CH:10]=[CH:11][CH:12]=[CH:13][C:7]=3[O:6][C:5]3([CH2:18][CH2:17][N:16]([C:19]([O:21][C:22]([CH3:25])([CH3:24])[CH3:23])=[O:20])[CH2:15][CH2:14]3)[C:4]2=[CH:3][CH:2]=1)#[N:30]. The yield is 0.760. (2) The reactants are [Cl:1][C:2]1[CH:7]=[C:6](Cl)[N:5]2[N:9]=[CH:10][CH:11]=[C:4]2[N:3]=1.[NH:12]1[CH2:17][CH2:16][O:15][CH2:14][CH2:13]1. The catalyst is O1CCOCC1. The product is [Cl:1][C:2]1[CH:7]=[C:6]([N:12]2[CH2:17][CH2:16][O:15][CH2:14][CH2:13]2)[N:5]2[N:9]=[CH:10][CH:11]=[C:4]2[N:3]=1. The yield is 0.910. (3) The reactants are [NH2:1][C:2]1[CH:3]=[N:4][C:5]([NH:8][C:9](=[O:11])[CH3:10])=[N:6][CH:7]=1.C(N(CC)CC)C.[Cl:19][C:20]1[C:25]([C:26](Cl)=[O:27])=[C:24]([F:29])[C:23]([NH:30][S:31]([CH2:34][CH2:35][CH3:36])(=[O:33])=[O:32])=[CH:22][CH:21]=1. The catalyst is O1CCCC1.C(OCC)(=O)C. The product is [C:9]([NH:8][C:5]1[N:6]=[CH:7][C:2]([NH:1][C:26](=[O:27])[C:25]2[C:20]([Cl:19])=[CH:21][CH:22]=[C:23]([NH:30][S:31]([CH2:34][CH2:35][CH3:36])(=[O:33])=[O:32])[C:24]=2[F:29])=[CH:3][N:4]=1)(=[O:11])[CH3:10]. The yield is 0.190. (4) The reactants are [C:1]([C:3]1[CH:4]=[C:5](B(O)O)[CH:6]=[CH:7][C:8]=1[F:9])#[N:2].Br[C:14]1[CH:15]=[C:16]([CH2:20][N:21]2[CH2:26][CH2:25][N:24]([C:27]([O:29][C:30]([CH3:33])([CH3:32])[CH3:31])=[O:28])[C@@H:23]([CH3:34])[CH2:22]2)[CH:17]=[CH:18][CH:19]=1.C([O-])([O-])=O.[Na+].[Na+]. The catalyst is COCCOC.CCOC(C)=O.C1C=CC([P]([Pd]([P](C2C=CC=CC=2)(C2C=CC=CC=2)C2C=CC=CC=2)([P](C2C=CC=CC=2)(C2C=CC=CC=2)C2C=CC=CC=2)[P](C2C=CC=CC=2)(C2C=CC=CC=2)C2C=CC=CC=2)(C2C=CC=CC=2)C2C=CC=CC=2)=CC=1. The product is [C:1]([C:3]1[CH:4]=[C:5]([C:18]2[CH:19]=[CH:14][CH:15]=[C:16]([CH2:20][N:21]3[CH2:26][CH2:25][N:24]([C:27]([O:29][C:30]([CH3:33])([CH3:32])[CH3:31])=[O:28])[C@@H:23]([CH3:34])[CH2:22]3)[CH:17]=2)[CH:6]=[CH:7][C:8]=1[F:9])#[N:2]. The yield is 0.731. (5) The reactants are [F:1][C:2]1[CH:7]=[C:6]([I:8])[CH:5]=[CH:4][C:3]=1[NH:9][C:10]1[C:11]([C:18]([O:20]C)=[O:19])=[N:12][N:13]([CH3:17])[C:14](=[O:16])[CH:15]=1.CO.O.[OH-].[Li+]. The catalyst is O1CCCC1. The product is [F:1][C:2]1[CH:7]=[C:6]([I:8])[CH:5]=[CH:4][C:3]=1[NH:9][C:10]1[C:11]([C:18]([OH:20])=[O:19])=[N:12][N:13]([CH3:17])[C:14](=[O:16])[CH:15]=1. The yield is 0.660.